This data is from Reaction yield outcomes from USPTO patents with 853,638 reactions. The task is: Predict the reaction yield, written as a fraction of the theoretical maximum amount of product (1.0 means a 100% yield; for example, 0.34 means a 34% yield). (1) The reactants are [F:1][C:2]1[CH:7]=[CH:6][C:5]([C:8]2[O:9][C:10]3[C:11](=[C:13]([C:17]([OH:19])=O)[CH:14]=[CH:15][CH:16]=3)[N:12]=2)=[CH:4][CH:3]=1.Cl.Cl.[NH2:22][CH:23]1[CH:28]2[CH2:29][CH2:30][N:25]([CH2:26][CH2:27]2)[CH2:24]1. No catalyst specified. The product is [N:25]12[CH2:30][CH2:29][CH:28]([CH2:27][CH2:26]1)[CH:23]([NH:22][C:17]([C:13]1[CH:14]=[CH:15][CH:16]=[C:10]3[O:9][C:8]([C:5]4[CH:4]=[CH:3][C:2]([F:1])=[CH:7][CH:6]=4)=[N:12][C:11]=13)=[O:19])[CH2:24]2. The yield is 0.0800. (2) The reactants are [Cl:1]N1C(=O)CCC1=O.C(O)(=O)C.[CH2:13]([NH:15][C:16](=[O:18])[O-:17])[CH3:14].[CH3:19][O:20][C:21]1[CH:22]=[CH:23][C:24]2[CH:25]([CH3:33])[CH:26]3[CH2:30][NH:29][CH2:28][CH:27]3[C:31]=2[CH:32]=1. The catalyst is ClCCCl.C(Cl)Cl. The product is [CH2:13]([NH:15][C:16](=[O:17])[O-:18])[CH3:14].[CH3:19][O:20][C:21]1[C:22]([Cl:1])=[CH:23][C:24]2[CH:25]([CH3:33])[CH:26]3[CH2:30][NH:29][CH2:28][CH:27]3[C:31]=2[CH:32]=1. The yield is 0.510. (3) The reactants are [CH3:1][S:2]([CH3:5])(=[O:4])=[O:3].[Li]CCCC.[CH:11]1([O:16][C:17]2[CH:24]=[CH:23][C:20](C=O)=[C:19]([B:25]3[O:29][C:28](C)(C)C(C)(C)[O:26]3)[CH:18]=2)[CH2:15][CH2:14][CH2:13][CH2:12]1. The catalyst is C1COCC1. The product is [CH:11]1([O:16][C:17]2[CH:24]=[CH:23][C:20]3[CH:28]([CH2:1][S:2]([CH3:5])(=[O:4])=[O:3])[O:29][B:25]([OH:26])[C:19]=3[CH:18]=2)[CH2:12][CH2:13][CH2:14][CH2:15]1. The yield is 0.120.